Dataset: Reaction yield outcomes from USPTO patents with 853,638 reactions. Task: Predict the reaction yield, written as a fraction of the theoretical maximum amount of product (1.0 means a 100% yield; for example, 0.34 means a 34% yield). The reactants are [Cl:1][C:2]1[CH:9]=[CH:8][C:5]([NH:6][CH3:7])=[CH:4][CH:3]=1.[CH3:10][S:11](Cl)(=[O:13])=[O:12]. The catalyst is N1C=CC=CC=1. The product is [CH3:7][N:6]([S:11]([CH3:10])(=[O:13])=[O:12])[C:5]1[CH:8]=[CH:9][C:2]([Cl:1])=[CH:3][CH:4]=1. The yield is 0.830.